This data is from Full USPTO retrosynthesis dataset with 1.9M reactions from patents (1976-2016). The task is: Predict the reactants needed to synthesize the given product. (1) Given the product [C:18]([C:17]1[CH:16]=[CH:15][C:14]([O:13][CH2:12][CH:11]([OH:22])[CH2:10][N:9]([CH3:23])[CH:8]2[CH:1]3[CH2:7][CH2:6][CH:5]2[CH2:4][N:3]([C:29]([O:28][C:24]([CH3:27])([CH3:26])[CH3:25])=[O:30])[CH2:2]3)=[CH:21][CH:20]=1)#[N:19], predict the reactants needed to synthesize it. The reactants are: [CH:1]12[CH:8]([N:9]([CH3:23])[CH2:10][CH:11]([OH:22])[CH2:12][O:13][C:14]3[CH:21]=[CH:20][C:17]([C:18]#[N:19])=[CH:16][CH:15]=3)[CH:5]([CH2:6][CH2:7]1)[CH2:4][NH:3][CH2:2]2.[C:24]([O:28][C:29](O[C:29]([O:28][C:24]([CH3:27])([CH3:26])[CH3:25])=[O:30])=[O:30])([CH3:27])([CH3:26])[CH3:25]. (2) Given the product [F:1][C:2]1[CH:9]=[CH:8][C:5]([CH2:6][N:11]2[CH2:16][CH2:15][O:14][CH2:13][CH2:12]2)=[CH:4][C:3]=1[Br:10], predict the reactants needed to synthesize it. The reactants are: [F:1][C:2]1[CH:9]=[CH:8][C:5]([CH:6]=O)=[CH:4][C:3]=1[Br:10].[NH:11]1[CH2:16][CH2:15][O:14][CH2:13][CH2:12]1. (3) Given the product [ClH:30].[N:16]1([C:14]2[S:15][C:11]([C:8]3[N:9]=[N:10][N:6]([CH2:5][C:4]([O:3][CH2:1][CH3:2])=[O:29])[N:7]=3)=[CH:12][N:13]=2)[CH2:21][CH2:20][NH:19][CH2:18][CH2:17]1, predict the reactants needed to synthesize it. The reactants are: [CH2:1]([O:3][C:4](=[O:29])[CH2:5][N:6]1[N:10]=[N:9][C:8]([C:11]2[S:15][C:14]([N:16]3[CH2:21][CH2:20][N:19](C(OC(C)(C)C)=O)[CH2:18][CH2:17]3)=[N:13][CH:12]=2)=[N:7]1)[CH3:2].[ClH:30].O1CCOCC1.